Dataset: Full USPTO retrosynthesis dataset with 1.9M reactions from patents (1976-2016). Task: Predict the reactants needed to synthesize the given product. (1) Given the product [CH2:1]([O:8][C:9]1[C:10](=[O:17])[N:11]([CH3:16])[CH:12]=[C:13]([C:29]2[CH:28]=[C:27]([C:18]3[CH:23]=[CH:22][CH:21]=[CH:20][CH:19]=3)[CH:32]=[CH:31][CH:30]=2)[CH:14]=1)[C:2]1[CH:7]=[CH:6][CH:5]=[CH:4][CH:3]=1, predict the reactants needed to synthesize it. The reactants are: [CH2:1]([O:8][C:9]1[C:10](=[O:17])[N:11]([CH3:16])[CH:12]=[C:13](Br)[CH:14]=1)[C:2]1[CH:7]=[CH:6][CH:5]=[CH:4][CH:3]=1.[C:18]1([C:27]2[CH:32]=[CH:31][CH:30]=[CH:29][CH:28]=2)[CH:23]=[CH:22][CH:21]=[C:20](B(O)O)[CH:19]=1.C(Cl)Cl.C([O-])([O-])=O.[Na+].[Na+]. (2) The reactants are: C([O:3][C:4](=O)[C:5]([F:26])([F:25])[CH2:6][N:7]([C:15]1[C:20]([N+:21]([O-])=O)=[CH:19][N:18]=[C:17]([Cl:24])[N:16]=1)[CH2:8][CH2:9][C:10]1[S:11][CH:12]=[CH:13][CH:14]=1)C. Given the product [Cl:24][C:17]1[N:18]=[CH:19][C:20]2[NH:21][C:4](=[O:3])[C:5]([F:26])([F:25])[CH2:6][N:7]([CH2:8][CH2:9][C:10]3[S:11][CH:12]=[CH:13][CH:14]=3)[C:15]=2[N:16]=1, predict the reactants needed to synthesize it. (3) Given the product [C:50]([O:54][C:55](=[O:69])[N:56]([CH2:57][CH3:58])[CH2:59][C:60]1[CH:61]=[N:62][CH:63]=[C:64]([C:5]2[CH:6]=[CH:7][C:2]([F:1])=[C:3]([C:9]([C:11]3[N:12]([CH2:16][O:17][CH2:18][CH2:19][Si:20]([CH3:23])([CH3:22])[CH3:21])[CH:13]=[CH:14][N:15]=3)=[O:10])[CH:4]=2)[C:65]=1[CH2:66][CH3:67])([CH3:52])([CH3:53])[CH3:51], predict the reactants needed to synthesize it. The reactants are: [F:1][C:2]1[CH:7]=[CH:6][C:5](I)=[CH:4][C:3]=1[C:9]([C:11]1[N:12]([CH2:16][O:17][CH2:18][CH2:19][Si:20]([CH3:23])([CH3:22])[CH3:21])[CH:13]=[CH:14][N:15]=1)=[O:10].B1(B2OC(C)(C)C(C)(C)O2)OC(C)(C)C(C)(C)O1.C([O-])(=O)C.[K+].ClCCl.[C:50]([O:54][C:55](=[O:69])[N:56]([CH2:59][C:60]1[CH:61]=[N:62][CH:63]=[C:64](Br)[C:65]=1[CH2:66][CH3:67])[CH2:57][CH3:58])([CH3:53])([CH3:52])[CH3:51].P([O-])([O-])([O-])=O.[K+].[K+].[K+]. (4) Given the product [CH3:1][O:2][C:3]1[CH:4]=[CH:5][C:6]([CH2:7][N:8]2[CH:12]=[C:11]([C:13](=[O:14])[CH:26]=[CH2:27])[C:10]([CH:19]([OH:23])[CH:20]([CH3:21])[CH3:22])=[N:9]2)=[CH:24][CH:25]=1, predict the reactants needed to synthesize it. The reactants are: [CH3:1][O:2][C:3]1[CH:25]=[CH:24][C:6]([CH2:7][N:8]2[CH:12]=[C:11]([C:13](N(OC)C)=[O:14])[C:10]([CH:19]([OH:23])[CH:20]([CH3:22])[CH3:21])=[N:9]2)=[CH:5][CH:4]=1.[CH2:26]1COC[CH2:27]1. (5) The reactants are: [C:1]1([CH:7]([C:20]2[CH:25]=[CH:24][CH:23]=[CH:22][CH:21]=2)[CH2:8][CH2:9][NH:10][C:11](=[O:19])[C:12]2[CH:17]=[CH:16][C:15]([OH:18])=[N:14][CH:13]=2)[CH:6]=[CH:5][CH:4]=[CH:3][CH:2]=1.Cl[CH2:27][CH:28]([N:30]1[CH2:35][CH2:34][O:33][CH2:32][CH2:31]1)[OH:29]. Given the product [C:20]1([CH:7]([C:1]2[CH:2]=[CH:3][CH:4]=[CH:5][CH:6]=2)[CH2:8][CH2:9][NH:10][C:11]([C:12]2[CH:17]=[CH:16][C:15](=[O:18])[N:14]([CH2:27][C:28]([N:30]3[CH2:35][CH2:34][O:33][CH2:32][CH2:31]3)=[O:29])[CH:13]=2)=[O:19])[CH:25]=[CH:24][CH:23]=[CH:22][CH:21]=1, predict the reactants needed to synthesize it. (6) Given the product [F:38][C:39]1[CH:44]=[CH:43][C:42]([CH:45]2[CH2:46][CH2:47][N:48]([C:25]([NH:17][C:12]3[CH:13]=[C:14]4[C:9](=[CH:10][CH:11]=3)[N:8]=[C:7]([CH2:6][N:1]3[CH2:5][CH2:4][CH2:3][CH2:2]3)[CH:16]=[CH:15]4)=[O:26])[CH2:49][CH2:50]2)=[CH:41][CH:40]=1, predict the reactants needed to synthesize it. The reactants are: [N:1]1([CH2:6][C:7]2[CH:16]=[CH:15][C:14]3[C:9](=[CH:10][CH:11]=[C:12]([NH2:17])[CH:13]=3)[N:8]=2)[CH2:5][CH2:4][CH2:3][CH2:2]1.N1C=CC=CC=1.Cl[C:25](OC1C=CC([N+]([O-])=O)=CC=1)=[O:26].Cl.[F:38][C:39]1[CH:44]=[CH:43][C:42]([CH:45]2[CH2:50][CH2:49][NH:48][CH2:47][CH2:46]2)=[CH:41][CH:40]=1.[OH-].[Na+]. (7) Given the product [CH2:37]([O:1][C:2]1[N:7]=[C:6]([C:8]([NH:10][CH2:11][CH:12]2[CH2:13][CH2:14][O:15][CH2:16][CH2:17]2)=[O:9])[C:5]([NH:18][C:19]([C:21]2[C:30]3[C:25](=[CH:26][CH:27]=[CH:28][CH:29]=3)[C:24]([CH2:31][N:32]3[CH:36]=[CH:35][N:34]=[N:33]3)=[CH:23][CH:22]=2)=[O:20])=[CH:4][CH:3]=1)[C:38]1[CH:43]=[CH:42][CH:41]=[CH:40][CH:39]=1, predict the reactants needed to synthesize it. The reactants are: [OH:1][C:2]1[N:7]=[C:6]([C:8]([NH:10][CH2:11][CH:12]2[CH2:17][CH2:16][O:15][CH2:14][CH2:13]2)=[O:9])[C:5]([NH:18][C:19]([C:21]2[C:30]3[C:25](=[CH:26][CH:27]=[CH:28][CH:29]=3)[C:24]([CH2:31][N:32]3[CH:36]=[CH:35][N:34]=[N:33]3)=[CH:23][CH:22]=2)=[O:20])=[CH:4][CH:3]=1.[CH2:37](Br)[C:38]1[CH:43]=[CH:42][CH:41]=[CH:40][CH:39]=1.